From a dataset of Full USPTO retrosynthesis dataset with 1.9M reactions from patents (1976-2016). Predict the reactants needed to synthesize the given product. (1) Given the product [OH:11][CH2:10][CH2:9][N:8]([CH3:12])[C:5]1[N:6]=[CH:7][C:2]([NH:1][C:20](=[O:21])[O:22][C:23]2[CH:28]=[CH:27][CH:26]=[CH:25][CH:24]=2)=[CH:3][CH:4]=1, predict the reactants needed to synthesize it. The reactants are: [NH2:1][C:2]1[CH:3]=[CH:4][C:5]([N:8]([CH3:12])[CH2:9][CH2:10][OH:11])=[N:6][CH:7]=1.N1C=CC=CC=1.Cl[C:20]([O:22][C:23]1[CH:28]=[CH:27][CH:26]=[CH:25][CH:24]=1)=[O:21]. (2) Given the product [Cl:1][C:2]1[CH:7]=[N:6][C:5]([C:8]([C@H:11]2[CH2:16][CH2:15][C@H:14]([C:17]([O:19][CH3:20])=[O:18])[CH2:13][CH2:12]2)=[CH2:9])=[N:4][CH:3]=1, predict the reactants needed to synthesize it. The reactants are: [Cl:1][C:2]1[CH:3]=[N:4][C:5]([C:8]([C@H:11]2[CH2:16][CH2:15][C@H:14]([C:17]([O:19][CH3:20])=[O:18])[CH2:13][CH2:12]2)(O)[CH3:9])=[N:6][CH:7]=1.C(N(CC)CC)C.CS(Cl)(=O)=O. (3) Given the product [NH2:1][C:2]([C:7]1[NH:17][C:10]2=[N:11][CH:12]=[C:13]([C:15]#[N:16])[CH:14]=[C:9]2[N:8]=1)([C:18]1[C:26]([CH:27]2[CH2:29][CH2:28]2)=[CH:25][C:24]([CH3:30])=[C:23]2[C:19]=1[CH:20]=[CH:21][NH:22]2)[C:3]([F:5])([F:4])[F:6].[C:38]([OH:41])([C:3]([F:6])([F:5])[F:4])=[O:39], predict the reactants needed to synthesize it. The reactants are: [NH2:1][C:2]([C:18]1[C:26]([CH:27]2[CH2:29][CH2:28]2)=[CH:25][C:24]([CH3:30])=[C:23]2[C:19]=1[CH:20]=[CH:21][N:22]2C(OC(C)(C)C)=O)([C:7]1[NH:17][C:10]2=[N:11][CH:12]=[C:13]([C:15]#[N:16])[CH:14]=[C:9]2[N:8]=1)[C:3]([F:6])([F:5])[F:4].[C:38]([O-:41])([O-])=[O:39].[K+].[K+]. (4) Given the product [O:11]1[C:3]2[CH:5]=[CH:6][CH:7]=[CH:8][C:2]=2[C:1]([OH:9])=[N:10]1, predict the reactants needed to synthesize it. The reactants are: [C:1]([NH:10][OH:11])(=[O:9])[C:2]1[C:3](=[CH:5][CH:6]=[CH:7][CH:8]=1)O.C(N1C=CN=C1)(N1C=CN=C1)=O.